From a dataset of Forward reaction prediction with 1.9M reactions from USPTO patents (1976-2016). Predict the product of the given reaction. (1) Given the reactants [C:1]([O:5][C:6]([N:8]1[CH2:11][CH:10]([CH2:12][C:13]([O:15]CC)=[O:14])[CH2:9]1)=[O:7])([CH3:4])([CH3:3])[CH3:2].[Li+].[OH-], predict the reaction product. The product is: [C:1]([O:5][C:6]([N:8]1[CH2:9][CH:10]([CH2:12][C:13]([OH:15])=[O:14])[CH2:11]1)=[O:7])([CH3:4])([CH3:2])[CH3:3]. (2) Given the reactants C[C:2]([CH3:36])([CH2:6][C@@:7]1([C:30]2[CH:35]=[CH:34][CH:33]=[CH:32][CH:31]=2)[O:12][C:11](=[O:13])[N:10]([C@H:14]([C:16]2[CH:21]=[CH:20][C:19]([C:22]3[CH:27]=[CH:26][C:25](=[O:28])[N:24]([CH3:29])[CH:23]=3)=[CH:18][CH:17]=2)[CH3:15])[CH2:9][CH2:8]1)[C:3](N)=O.CC#[N:39].O, predict the reaction product. The product is: [NH2:39][C:2]([CH3:36])([CH3:3])[CH2:6][C@@:7]1([C:30]2[CH:31]=[CH:32][CH:33]=[CH:34][CH:35]=2)[O:12][C:11](=[O:13])[N:10]([C@H:14]([C:16]2[CH:17]=[CH:18][C:19]([C:22]3[CH:27]=[CH:26][C:25](=[O:28])[N:24]([CH3:29])[CH:23]=3)=[CH:20][CH:21]=2)[CH3:15])[CH2:9][CH2:8]1. (3) The product is: [F:25][C:21]1[CH:20]=[C:19]2[C:24]([C:16](=[C:12]3[C:13]4[C:9](=[CH:8][C:7]([NH:6][CH3:5])=[CH:15][CH:14]=4)[CH2:10][O:11]3)[C:17](=[O:26])[NH:18]2)=[CH:23][CH:22]=1. Given the reactants COC1C=C(OC)C=CC=1[CH2:5][N:6](C)[C:7]1[CH:8]=[C:9]2[C:13](=[CH:14][CH:15]=1)[C:12](=[C:16]1[C:24]3[C:19](=[CH:20][C:21]([F:25])=[CH:22][CH:23]=3)[NH:18][C:17]1=[O:26])[O:11][CH2:10]2.FC(F)(F)C(O)=O.CO, predict the reaction product. (4) Given the reactants [CH2:1]([O:8][C:9]1[CH:36]=[CH:35][C:12]([CH2:13][N:14]([CH2:27][CH2:28][C:29]2[CH:34]=[CH:33][CH:32]=[CH:31][N:30]=2)[C:15](=[O:26])[CH2:16][CH2:17][CH2:18][CH2:19][C:20]2[CH:25]=[CH:24][CH:23]=[CH:22][CH:21]=2)=[CH:11][C:10]=1COS(C)(=O)=O)[C:2]1[CH:7]=[CH:6][CH:5]=[CH:4][CH:3]=1.[C:43](=O)([O-])[O-].[K+].[K+].[NH:49]([CH3:51])[CH3:50], predict the reaction product. The product is: [CH2:1]([O:8][C:9]1[CH:36]=[CH:35][C:12]([CH2:13][N:14]([CH2:27][CH2:28][C:29]2[CH:34]=[CH:33][CH:32]=[CH:31][N:30]=2)[C:15](=[O:26])[CH2:16][CH2:17][CH2:18][CH2:19][C:20]2[CH:25]=[CH:24][CH:23]=[CH:22][CH:21]=2)=[CH:11][C:10]=1[CH2:50][N:49]([CH3:43])[CH3:51])[C:2]1[CH:7]=[CH:6][CH:5]=[CH:4][CH:3]=1. (5) Given the reactants C(O)(C(F)(F)F)=O.[NH2:8][C:9](=[O:51])[CH:10]([C:13]1[CH:50]=[CH:49][CH:48]=[CH:47][C:14]=1[CH2:15][CH2:16][C:17]1[C:22]([C:23]([F:26])([F:25])[F:24])=[CH:21][N:20]=[C:19]([NH:27][C:28]2[CH:33]=[CH:32][C:31]([CH:34]3[CH2:39][CH2:38][N:37](C(OC(C)(C)C)=O)[CH2:36][CH2:35]3)=[CH:30][CH:29]=2)[N:18]=1)[CH2:11][CH3:12], predict the reaction product. The product is: [NH:37]1[CH2:38][CH2:39][CH:34]([C:31]2[CH:30]=[CH:29][C:28]([NH:27][C:19]3[N:18]=[C:17]([CH2:16][CH2:15][C:14]4[CH:47]=[CH:48][CH:49]=[CH:50][C:13]=4[CH:10]([CH2:11][CH3:12])[C:9]([NH2:8])=[O:51])[C:22]([C:23]([F:26])([F:25])[F:24])=[CH:21][N:20]=3)=[CH:33][CH:32]=2)[CH2:35][CH2:36]1.